From a dataset of Peptide-MHC class II binding affinity with 134,281 pairs from IEDB. Regression. Given a peptide amino acid sequence and an MHC pseudo amino acid sequence, predict their binding affinity value. This is MHC class II binding data. (1) The peptide sequence is CDPKRYFVPIFSEAV. The MHC is DRB1_0404 with pseudo-sequence DRB1_0404. The binding affinity (normalized) is 0.433. (2) The binding affinity (normalized) is 0.327. The MHC is DRB1_0901 with pseudo-sequence DRB1_0901. The peptide sequence is KLMNSPEFHLVFGNC. (3) The peptide sequence is KEAISPPDAASAAPL. The MHC is DRB1_0101 with pseudo-sequence DRB1_0101. The binding affinity (normalized) is 0.108. (4) The peptide sequence is GELQMVDKIDAAFKI. The MHC is DRB1_1201 with pseudo-sequence DRB1_1201. The binding affinity (normalized) is 0.423. (5) The peptide sequence is PELQNFLNFLEANGL. The MHC is DRB1_0301 with pseudo-sequence DRB1_0301. The binding affinity (normalized) is 0.137. (6) The peptide sequence is FSGVAATESAYLAYR. The MHC is DRB5_0101 with pseudo-sequence DRB5_0101. The binding affinity (normalized) is 0.380. (7) The peptide sequence is KGILGFVFTLTVPSE. The MHC is DRB1_0401 with pseudo-sequence DRB1_0401. The binding affinity (normalized) is 0.394. (8) The peptide sequence is GELQIRDKIDAAFKI. The MHC is DRB1_0404 with pseudo-sequence DRB1_0404. The binding affinity (normalized) is 0.482. (9) The peptide sequence is IHAVPFGLVSMMIAMKK. The MHC is HLA-DQA10501-DQB10302 with pseudo-sequence HLA-DQA10501-DQB10302. The binding affinity (normalized) is 0.454. (10) The peptide sequence is GKIDFLNNYALFLSP. The MHC is HLA-DQA10102-DQB10602 with pseudo-sequence HLA-DQA10102-DQB10602. The binding affinity (normalized) is 0.427.